Dataset: Catalyst prediction with 721,799 reactions and 888 catalyst types from USPTO. Task: Predict which catalyst facilitates the given reaction. (1) Reactant: [O:1]1[CH2:4][C:3](=O)[CH2:2]1.Cl.[NH:7]1[CH2:10][CH:9]([OH:11])[CH2:8]1.C(O[BH-](OC(=O)C)OC(=O)C)(=O)C.[Na+]. Product: [O:1]1[CH2:2][CH:3]([N:7]2[CH2:10][CH:9]([OH:11])[CH2:8]2)[CH2:4]1. The catalyst class is: 4. (2) Product: [C:12]([O:16][C:17]([N:19]1[CH2:24][CH2:23][N:22]([C:25]([C:26]2[CH:31]=[CH:30][C:29]([C:32]3[CH:37]=[CH:36][CH:35]=[CH:34][N+:33]=3[O-:9])=[CH:28][CH:27]=2)=[O:38])[CH2:21][CH2:20]1)=[O:18])([CH3:15])([CH3:13])[CH3:14]. The catalyst class is: 4. Reactant: ClC1C=CC=C(C(OO)=[O:9])C=1.[C:12]([O:16][C:17]([N:19]1[CH2:24][CH2:23][N:22]([C:25](=[O:38])[C:26]2[CH:31]=[CH:30][C:29]([C:32]3[CH:37]=[CH:36][CH:35]=[CH:34][N:33]=3)=[CH:28][CH:27]=2)[CH2:21][CH2:20]1)=[O:18])([CH3:15])([CH3:14])[CH3:13].S([O-])([O-])(=O)=S.[Na+].[Na+].[Na+].[Cl-]. (3) Reactant: [Cl:1][C:2]1[CH:8]=[CH:7][C:5]([NH2:6])=[CH:4][CH:3]=1.Cl[C:10]([O:12][CH2:13][CH3:14])=[O:11].Cl. Product: [Cl:1][C:2]1[CH:8]=[CH:7][C:5]([NH:6][C:10](=[O:11])[O:12][CH2:13][CH3:14])=[CH:4][CH:3]=1. The catalyst class is: 17. (4) Product: [CH2:1]([O:4][C@H:5]1[C:13]2[C:8](=[CH:9][C:10]([O:14][CH3:15])=[CH:11][CH:12]=2)[C@@H:7]([NH:16][CH2:17][C@@H:18]([OH:38])[C@@H:19]([NH2:27])[CH2:20][C:21]2[CH:26]=[CH:25][CH:24]=[CH:23][CH:22]=2)[CH2:6]1)[CH:2]=[CH2:3]. Reactant: [CH2:1]([O:4][C@H:5]1[C:13]2[C:8](=[CH:9][C:10]([O:14][CH3:15])=[CH:11][CH:12]=2)[C@@H:7]([NH:16][CH2:17][C@@H:18]([OH:38])[C@@H:19]([NH:27]C(=O)OCC2C=CC=CC=2)[CH2:20][C:21]2[CH:26]=[CH:25][CH:24]=[CH:23][CH:22]=2)[CH2:6]1)[CH:2]=[CH2:3]. The catalyst class is: 149. (5) Reactant: [OH:1][CH2:2][CH2:3][C:4]1([C:18]2[CH:23]=[CH:22][C:21]([O:24][CH3:25])=[CH:20][CH:19]=2)[CH2:10][CH2:9][CH2:8][C:7]2[CH:11]=[C:12]([O:15][CH3:16])[CH:13]=[CH:14][C:6]=2[CH:5]1O.C([SiH](CC)CC)C.B(F)(F)F.CCOCC.C([O-])(O)=O.[Na+]. Product: [CH3:16][O:15][C:12]1[CH:13]=[CH:14][C:6]2[CH2:5][C:4]([CH2:3][CH2:2][OH:1])([C:18]3[CH:19]=[CH:20][C:21]([O:24][CH3:25])=[CH:22][CH:23]=3)[CH2:10][CH2:9][CH2:8][C:7]=2[CH:11]=1. The catalyst class is: 4. (6) Reactant: Cl.[NH2:2][OH:3].[C:4]([C:6]1[CH:15]=[CH:14][CH:13]=[C:12]2[C:7]=1[CH:8]=[CH:9][N:10]=[C:11]2[CH2:16][CH2:17][CH2:18][C:19]([O:21][CH2:22][CH3:23])=[O:20])#[N:5].C([O-])(O)=O.[Na+]. Product: [OH:3][NH:2][C:4](=[NH:5])[C:6]1[CH:15]=[CH:14][CH:13]=[C:12]2[C:7]=1[CH:8]=[CH:9][N:10]=[C:11]2[CH2:16][CH2:17][CH2:18][C:19]([O:21][CH2:22][CH3:23])=[O:20]. The catalyst class is: 8. (7) Reactant: Br[C:2]1[S:3][C:4]([C:7]2[N:8]=[N:9][N:10]([CH2:12][C:13]([O:15][CH2:16][CH3:17])=[O:14])[N:11]=2)=[CH:5][N:6]=1.Cl.[CH2:19]1[CH:23]2[CH2:24][NH:25][CH2:26][CH:22]2[CH2:21][N:20]1[C:27]([O:29][C:30]([CH3:33])([CH3:32])[CH3:31])=[O:28].C1CCN2C(=NCCC2)CC1. Product: [CH2:16]([O:15][C:13](=[O:14])[CH2:12][N:10]1[N:9]=[N:8][C:7]([C:4]2[S:3][C:2]([N:25]3[CH2:24][CH:23]4[CH2:19][N:20]([C:27]([O:29][C:30]([CH3:33])([CH3:32])[CH3:31])=[O:28])[CH2:21][CH:22]4[CH2:26]3)=[N:6][CH:5]=2)=[N:11]1)[CH3:17]. The catalyst class is: 37.